Dataset: Full USPTO retrosynthesis dataset with 1.9M reactions from patents (1976-2016). Task: Predict the reactants needed to synthesize the given product. (1) Given the product [CH3:25][O:26][C:27](=[O:38])[C@@H:28]([NH:37][C:20]([C:15]1[N:16]=[CH:17][C:18]2[C:13]([CH:14]=1)=[CH:12][CH:11]=[C:10]([O:9][C:8]1[CH:23]=[CH:24][C:5]([C:1]([CH3:4])([CH3:3])[CH3:2])=[CH:6][CH:7]=1)[CH:19]=2)=[O:21])[CH2:29][C:30]1[CH:35]=[CH:34][C:33]([Br:36])=[CH:32][CH:31]=1, predict the reactants needed to synthesize it. The reactants are: [C:1]([C:5]1[CH:24]=[CH:23][C:8]([O:9][C:10]2[CH:19]=[C:18]3[C:13]([CH:14]=[C:15]([C:20](O)=[O:21])[N:16]=[CH:17]3)=[CH:12][CH:11]=2)=[CH:7][CH:6]=1)([CH3:4])([CH3:3])[CH3:2].[CH3:25][O:26][C:27](=[O:38])[C@@H:28]([NH2:37])[CH2:29][C:30]1[CH:35]=[CH:34][C:33]([Br:36])=[CH:32][CH:31]=1. (2) Given the product [CH3:1][O:2][C:3]1[N:8]=[C:7]([CH3:9])[C:6]([NH:10][C:19](=[O:20])[O:21][C:22]2[CH:27]=[CH:26][CH:25]=[CH:24][CH:23]=2)=[CH:5][CH:4]=1, predict the reactants needed to synthesize it. The reactants are: [CH3:1][O:2][C:3]1[N:8]=[C:7]([CH3:9])[C:6]([NH2:10])=[CH:5][CH:4]=1.C(N(CC)CC)C.Cl[C:19]([O:21][C:22]1[CH:27]=[CH:26][CH:25]=[CH:24][CH:23]=1)=[O:20].